This data is from Forward reaction prediction with 1.9M reactions from USPTO patents (1976-2016). The task is: Predict the product of the given reaction. (1) Given the reactants [Br:1][C:2]1[CH:3]=[C:4]([NH2:8])[CH:5]=[N:6][CH:7]=1.[Cl:9][C:10]1[CH:17]=[CH:16][CH:15]=[CH:14][C:11]=1[CH:12]=O.[Si]([C:22]#[N:23])(C)(C)C, predict the reaction product. The product is: [Br:1][C:2]1[CH:3]=[C:4]([NH:8][CH:12]([C:11]2[CH:14]=[CH:15][CH:16]=[CH:17][C:10]=2[Cl:9])[C:22]#[N:23])[CH:5]=[N:6][CH:7]=1. (2) Given the reactants [F:1][C:2]([F:42])([F:41])[C@@:3]([O:39][CH3:40])([C:33]1[CH:38]=[CH:37][CH:36]=[CH:35][CH:34]=1)[C:4]([O:6][C@@H:7]([C:31]#N)[CH2:8][CH2:9][CH2:10][C:11]1[CH:16]=[CH:15][C:14]([O:17][CH2:18][C:19]2[N:20]=[C:21]([C:25]3[CH:30]=[CH:29][CH:28]=[CH:27][CH:26]=3)[S:22][C:23]=2[CH3:24])=[CH:13][CH:12]=1)=[O:5].Cl.[CH3:44][OH:45].[OH2:46], predict the reaction product. The product is: [CH3:24][C:23]1[S:22][C:21]([C:25]2[CH:26]=[CH:27][CH:28]=[CH:29][CH:30]=2)=[N:20][C:19]=1[CH2:18][O:17][C:14]1[CH:13]=[CH:12][C:11]([CH2:10][CH2:9][CH2:8][C@@H:7]([O:6][C:4](=[O:5])[C@:3]([O:39][CH3:40])([C:33]2[CH:38]=[CH:37][CH:36]=[CH:35][CH:34]=2)[C:2]([F:1])([F:42])[F:41])[C:31]([O:45][CH3:44])=[O:46])=[CH:16][CH:15]=1. (3) Given the reactants CCN(C(O[C:8]1[CH:9]=[CH:10][C:11]2CC[C@@H](NCC#C)[C:12]=2[CH:13]=1)=O)C.CCN(C(O[C:8]1[CH:13]=[CH:12][C:11]2CC[C@@H](NCC#C)[C:10]=2[CH:9]=1)=O)C.C(O)(C(O)=O)C(O)C(O)=O.CCCCCC.[CH2:57]([Cl:59])[Cl:58], predict the reaction product. The product is: [CH2:57]([Cl:59])[Cl:58].[CH3:10][CH2:9][CH2:8][CH2:13][CH2:12][CH3:11]. (4) The product is: [OH:12][C:7]1[C:6]2[CH2:15][O:14][C:3](=[O:2])[N:4]([CH2:18][C:19]3[CH:24]=[CH:23][C:22]([C:25]#[N:26])=[CH:21][CH:20]=3)[C:5]=2[CH:10]=[N:9][C:8]=1[CH3:11]. Given the reactants C[O:2][C:3](=O)[N:4]([CH2:18][C:19]1[CH:24]=[CH:23][C:22]([C:25]#[N:26])=[CH:21][CH:20]=1)[C:5]1[CH:10]=[N:9][C:8]([CH3:11])=[C:7]2[O:12]C(C)(C)[O:14][CH2:15][C:6]=12.C(O)=O, predict the reaction product. (5) Given the reactants [Si]([O:8][C:9]1[CH:14]=[CH:13][C:12]([CH2:15][CH2:16][N:17]([C:23]2[CH:28]=[C:27]([O:29][CH3:30])[CH:26]=[CH:25][C:24]=2[CH:31]2[CH2:40][CH2:39][C:38]3[C:33](=[CH:34][CH:35]=[C:36]([O:41][CH3:42])[CH:37]=3)[CH2:32]2)[C:18]([CH:20]2[CH2:22][CH2:21]2)=O)=[CH:11][CH:10]=1)(C(C)(C)C)(C)C.[Si](OC1C=CC(CCN(CC2CC2)C2C=C(OC)C=CC=2C2CCC3C(=CC=C(OC)C=3)C2)=CC=1)(C(C)(C)C)(C)C.[F-].C([N+](CCCC)(CCCC)CCCC)CCC, predict the reaction product. The product is: [CH:20]1([CH2:18][N:17]([C:23]2[CH:28]=[C:27]([O:29][CH3:30])[CH:26]=[CH:25][C:24]=2[CH:31]2[CH2:40][CH2:39][C:38]3[C:33](=[CH:34][CH:35]=[C:36]([O:41][CH3:42])[CH:37]=3)[CH2:32]2)[CH2:16][CH2:15][C:12]2[CH:13]=[CH:14][C:9]([OH:8])=[CH:10][CH:11]=2)[CH2:22][CH2:21]1. (6) Given the reactants [F:1][C:2]1[C:3]([CH3:23])=[C:4]([C@:8]2([C:19]([O:21][CH3:22])=[O:20])[CH2:12][CH2:11][C:10]([C:13]3[N:17]([CH3:18])[N:16]=[CH:15][CH:14]=3)=[CH:9]2)[CH:5]=[CH:6][CH:7]=1.C([O-])=O.[NH4+], predict the reaction product. The product is: [F:1][C:2]1[C:3]([CH3:23])=[C:4]([C@:8]2([C:19]([O:21][CH3:22])=[O:20])[CH2:12][CH2:11][CH:10]([C:13]3[N:17]([CH3:18])[N:16]=[CH:15][CH:14]=3)[CH2:9]2)[CH:5]=[CH:6][CH:7]=1. (7) Given the reactants [OH:1][CH2:2][CH:3]1[C:15]2[CH:14]=[C:13]([NH:16]C(OC(C)(C)C)=O)[CH:12]=[CH:11][C:10]=2[C:9]2[C:4]1=[CH:5][C:6]([NH:24]C(OC(C)(C)C)=O)=[CH:7][CH:8]=2.[ClH:32], predict the reaction product. The product is: [ClH:32].[ClH:32].[OH:1][CH2:2][CH:3]1[C:4]2[CH:5]=[C:6]([NH2:24])[CH:7]=[CH:8][C:9]=2[C:10]2[C:15]1=[CH:14][C:13]([NH2:16])=[CH:12][CH:11]=2. (8) Given the reactants C([C@@:4]1([CH3:30])[CH2:9][C@H:8]([C:10]2[CH:15]=[CH:14][CH:13]=[C:12]([Cl:16])[CH:11]=2)[C@@H:7]([C:17]2[CH:22]=[CH:21][C:20]([Cl:23])=[CH:19][CH:18]=2)[N:6]([C@@H:24]([CH2:27][CH3:28])[CH:25]=O)[C:5]1=[O:29])C=C.[C:41]([O:40][BH-]([O:40][C:41](=[O:43])[CH3:42])[O:40][C:41](=[O:43])[CH3:42])(=[O:43])[CH3:42].[Na+].[CH2:45]([CH2:47][NH2:48])O.[C:49]([OH:52])(=[O:51])C, predict the reaction product. The product is: [Cl:16][C:12]1[CH:11]=[C:10]([C@@H:8]2[C@@H:7]([C:17]3[CH:22]=[CH:21][C:20]([Cl:23])=[CH:19][CH:18]=3)[N:6]([C@@H:24]([CH2:27][CH3:28])[CH2:25][N:48]3[CH2:47][CH2:45][O:52][C:49]3=[O:51])[C:5](=[O:29])[C@:4]([CH2:42][C:41]([OH:40])=[O:43])([CH3:30])[CH2:9]2)[CH:15]=[CH:14][CH:13]=1. (9) Given the reactants [CH3:1][C:2]1[CH:7]=[CH:6][C:5]([C:8](=[O:20])[NH:9][C:10]2[CH:15]=[CH:14][CH:13]=[C:12]([C:16]([F:19])([F:18])[F:17])[CH:11]=2)=[CH:4][C:3]=1[NH:21][C:22]([C:24]1[C:28]2[N:29]=[CH:30][N:31]=[C:32](S(C)=O)[C:27]=2[S:26][CH:25]=1)=[O:23].[CH3:36][C:37]1[N:42]=[CH:41][C:40]([NH2:43])=[CH:39][CH:38]=1, predict the reaction product. The product is: [CH3:1][C:2]1[CH:7]=[CH:6][C:5]([C:8](=[O:20])[NH:9][C:10]2[CH:15]=[CH:14][CH:13]=[C:12]([C:16]([F:18])([F:17])[F:19])[CH:11]=2)=[CH:4][C:3]=1[NH:21][C:22]([C:24]1[C:28]2[N:29]=[CH:30][N:31]=[C:32]([NH:43][C:40]3[CH:41]=[N:42][C:37]([CH3:36])=[CH:38][CH:39]=3)[C:27]=2[S:26][CH:25]=1)=[O:23]. (10) Given the reactants CO[C:3](=[O:17])[C:4]1[CH:9]=[CH:8][CH:7]=[C:6]([C:10]2[N:11]=[N:12][C:13]([CH3:16])=[CH:14][CH:15]=2)[CH:5]=1.[C:18]([C:21]1C=C(B(O)O)C=CC=1)([OH:20])=[O:19].ClC1N=N[C:34]([CH3:37])=[CH:35]C=1.O=S(Cl)Cl.[C:42](#N)C, predict the reaction product. The product is: [C:34]([O:20][C:18](=[O:19])[CH2:21][C:3]([C:4]1[CH:9]=[CH:8][CH:7]=[C:6]([C:10]2[N:11]=[N:12][C:13]([CH3:16])=[CH:14][CH:15]=2)[CH:5]=1)=[O:17])([CH3:35])([CH3:37])[CH3:42].